Dataset: Reaction yield outcomes from USPTO patents with 853,638 reactions. Task: Predict the reaction yield, written as a fraction of the theoretical maximum amount of product (1.0 means a 100% yield; for example, 0.34 means a 34% yield). (1) The reactants are [F:1][CH2:2][S:3]([C:6]1[CH:11]=[CH:10][CH:9]=[CH:8][CH:7]=1)(=[O:5])=[O:4].C([Li])CCC.[C:17]1(=[N:21][S:22]([C:24]([CH3:27])([CH3:26])[CH3:25])=[O:23])[CH2:20][CH2:19][CH2:18]1. The catalyst is O1CCCC1. The product is [F:1][CH:2]([S:3]([C:6]1[CH:7]=[CH:8][CH:9]=[CH:10][CH:11]=1)(=[O:4])=[O:5])[C:17]1([NH:21][S:22]([C:24]([CH3:27])([CH3:26])[CH3:25])=[O:23])[CH2:18][CH2:19][CH2:20]1. The yield is 0.330. (2) The reactants are CO[C:3](=[O:25])[C:4]1[CH:9]=[CH:8][C:7]([O:10][CH2:11][C:12]2[C:13]([C:18]3[CH:23]=[CH:22][C:21]([Cl:24])=[CH:20][N:19]=3)=[N:14][O:15][C:16]=2[CH3:17])=[N:6][CH:5]=1.[NH:26]1[CH2:31][CH2:30][O:29][CH2:28][CH2:27]1. No catalyst specified. The product is [Cl:24][C:21]1[CH:22]=[CH:23][C:18]([C:13]2[C:12]([CH2:11][O:10][C:7]3[N:6]=[CH:5][C:4]([C:3]([N:26]4[CH2:31][CH2:30][O:29][CH2:28][CH2:27]4)=[O:25])=[CH:9][CH:8]=3)=[C:16]([CH3:17])[O:15][N:14]=2)=[N:19][CH:20]=1. The yield is 0.150. (3) The reactants are [Cl-].O[NH3+:3].[C:4](=[O:7])([O-])[OH:5].[Na+].CS(C)=O.[CH2:13]([C:17]1[N:22]2[N:23]=[C:24]([CH3:26])[N:25]=[C:21]2[N:20]([CH:27]2[CH2:32][CH2:31][O:30][CH2:29][CH2:28]2)[C:19](=[O:33])[C:18]=1[CH2:34][C:35]1[CH:40]=[CH:39][C:38]([C:41]2[C:42]([C:47]#[N:48])=[CH:43][CH:44]=[CH:45][CH:46]=2)=[CH:37][CH:36]=1)[CH2:14][CH2:15][CH3:16]. The catalyst is C(OCC)(=O)C. The product is [CH2:13]([C:17]1[N:22]2[N:23]=[C:24]([CH3:26])[N:25]=[C:21]2[N:20]([CH:27]2[CH2:28][CH2:29][O:30][CH2:31][CH2:32]2)[C:19](=[O:33])[C:18]=1[CH2:34][C:35]1[CH:36]=[CH:37][C:38]([C:41]2[CH:46]=[CH:45][CH:44]=[CH:43][C:42]=2[C:47]2[NH:3][C:4](=[O:7])[O:5][N:48]=2)=[CH:39][CH:40]=1)[CH2:14][CH2:15][CH3:16]. The yield is 0.520. (4) The reactants are C([O:3][C:4]([CH:6]1[CH2:11][CH2:10][N:9]([C:12]2[N:17]=[C:16]([N:18]3[CH2:22][C@@H:21]([N:23]([CH2:37][C:38]4[CH:43]=[C:42]([C:44]([F:47])([F:46])[F:45])[CH:41]=[C:40]([C:48]([F:51])([F:50])[F:49])[CH:39]=4)[C:24]4[N:29]=[CH:28][C:27]([N:30]5[CH2:34][CH2:33][N:32]([CH3:35])[C:31]5=[O:36])=[CH:26][N:25]=4)[CH2:20][C@H:19]3[CH2:52][CH3:53])[C:15]([Cl:54])=[CH:14][N:13]=2)[CH2:8][CH2:7]1)=[O:5])C.[OH-].[Na+].Cl. The catalyst is CCO. The product is [F:47][C:44]([F:45])([F:46])[C:42]1[CH:43]=[C:38]([CH:39]=[C:40]([C:48]([F:49])([F:50])[F:51])[CH:41]=1)[CH2:37][N:23]([C:24]1[N:25]=[CH:26][C:27]([N:30]2[CH2:34][CH2:33][N:32]([CH3:35])[C:31]2=[O:36])=[CH:28][N:29]=1)[C@@H:21]1[CH2:22][N:18]([C:16]2[C:15]([Cl:54])=[CH:14][N:13]=[C:12]([N:9]3[CH2:10][CH2:11][CH:6]([C:4]([OH:5])=[O:3])[CH2:7][CH2:8]3)[N:17]=2)[C@H:19]([CH2:52][CH3:53])[CH2:20]1. The yield is 0.970.